Regression. Given two drug SMILES strings and cell line genomic features, predict the synergy score measuring deviation from expected non-interaction effect. From a dataset of NCI-60 drug combinations with 297,098 pairs across 59 cell lines. (1) Drug 1: CN1C(=O)N2C=NC(=C2N=N1)C(=O)N. Drug 2: CCN(CC)CCCC(C)NC1=C2C=C(C=CC2=NC3=C1C=CC(=C3)Cl)OC. Cell line: A549. Synergy scores: CSS=1.94, Synergy_ZIP=-0.840, Synergy_Bliss=-0.472, Synergy_Loewe=-2.56, Synergy_HSA=-1.45. (2) Drug 1: C1=NC(=NC(=O)N1C2C(C(C(O2)CO)O)O)N. Drug 2: CC1=C(C(=CC=C1)Cl)NC(=O)C2=CN=C(S2)NC3=CC(=NC(=N3)C)N4CCN(CC4)CCO. Cell line: NCI-H226. Synergy scores: CSS=14.5, Synergy_ZIP=-5.33, Synergy_Bliss=0.277, Synergy_Loewe=-0.253, Synergy_HSA=0.649. (3) Drug 1: CC1=C2C(C(=O)C3(C(CC4C(C3C(C(C2(C)C)(CC1OC(=O)C(C(C5=CC=CC=C5)NC(=O)OC(C)(C)C)O)O)OC(=O)C6=CC=CC=C6)(CO4)OC(=O)C)O)C)O. Cell line: NCIH23. Synergy scores: CSS=2.45, Synergy_ZIP=-0.0301, Synergy_Bliss=1.53, Synergy_Loewe=2.07, Synergy_HSA=-0.318. Drug 2: COCCOC1=C(C=C2C(=C1)C(=NC=N2)NC3=CC=CC(=C3)C#C)OCCOC.Cl. (4) Cell line: MDA-MB-435. Synergy scores: CSS=49.4, Synergy_ZIP=2.96, Synergy_Bliss=-0.837, Synergy_Loewe=-20.6, Synergy_HSA=-0.482. Drug 2: C#CCC(CC1=CN=C2C(=N1)C(=NC(=N2)N)N)C3=CC=C(C=C3)C(=O)NC(CCC(=O)O)C(=O)O. Drug 1: C1=NC(=NC(=O)N1C2C(C(C(O2)CO)O)O)N. (5) Drug 1: C1=CC(=CC=C1CCC2=CNC3=C2C(=O)NC(=N3)N)C(=O)NC(CCC(=O)O)C(=O)O. Drug 2: COC1=NC(=NC2=C1N=CN2C3C(C(C(O3)CO)O)O)N. Cell line: HCT-15. Synergy scores: CSS=36.4, Synergy_ZIP=0.976, Synergy_Bliss=-1.02, Synergy_Loewe=-39.7, Synergy_HSA=-3.07. (6) Drug 1: C(CN)CNCCSP(=O)(O)O. Drug 2: CC1C(C(CC(O1)OC2CC(CC3=C2C(=C4C(=C3O)C(=O)C5=C(C4=O)C(=CC=C5)OC)O)(C(=O)CO)O)N)O.Cl. Cell line: NCI/ADR-RES. Synergy scores: CSS=14.1, Synergy_ZIP=-5.09, Synergy_Bliss=-1.70, Synergy_Loewe=-16.4, Synergy_HSA=-0.154. (7) Drug 1: C1=CC(=CC=C1CC(C(=O)O)N)N(CCCl)CCCl.Cl. Drug 2: CCC1(CC2CC(C3=C(CCN(C2)C1)C4=CC=CC=C4N3)(C5=C(C=C6C(=C5)C78CCN9C7C(C=CC9)(C(C(C8N6C=O)(C(=O)OC)O)OC(=O)C)CC)OC)C(=O)OC)O.OS(=O)(=O)O. Cell line: MDA-MB-231. Synergy scores: CSS=21.1, Synergy_ZIP=-1.17, Synergy_Bliss=4.55, Synergy_Loewe=-4.78, Synergy_HSA=3.34. (8) Drug 2: CC1=C(C=C(C=C1)C(=O)NC2=CC(=CC(=C2)C(F)(F)F)N3C=C(N=C3)C)NC4=NC=CC(=N4)C5=CN=CC=C5. Synergy scores: CSS=-3.71, Synergy_ZIP=2.90, Synergy_Bliss=-0.0772, Synergy_Loewe=-2.45, Synergy_HSA=-4.94. Drug 1: CC1=C(C(CCC1)(C)C)C=CC(=CC=CC(=CC(=O)O)C)C. Cell line: SNB-75.